Dataset: Forward reaction prediction with 1.9M reactions from USPTO patents (1976-2016). Task: Predict the product of the given reaction. (1) Given the reactants [CH3:1][NH:2][CH2:3][C:4]1[CH:9]=[CH:8][C:7]([C:10]([N:12]2[CH2:18][C:17]3([CH3:20])[CH2:19][CH:13]2[CH2:14][C:15]([CH3:22])([CH3:21])[CH2:16]3)=[O:11])=[CH:6][CH:5]=1.[CH3:23][O:24][C:25](=[O:30])[CH2:26][C:27](Cl)=[O:28], predict the reaction product. The product is: [CH3:23][O:24][C:25](=[O:30])[CH2:26][C:27]([N:2]([CH3:1])[CH2:3][C:4]1[CH:5]=[CH:6][C:7]([C:10]([N:12]2[CH2:18][C:17]3([CH3:20])[CH2:19][CH:13]2[CH2:14][C:15]([CH3:22])([CH3:21])[CH2:16]3)=[O:11])=[CH:8][CH:9]=1)=[O:28]. (2) The product is: [CH3:41][C:32]([S:31][C:28]1[CH:29]=[CH:30][C:25]([B:15]2[O:16][C:17]([CH3:22])([CH3:23])[C:18]([CH3:20])([CH3:21])[O:19]2)=[C:26]([CH3:42])[CH:27]=1)([CH3:40])[C:33]([O:35][C:36]([CH3:37])([CH3:38])[CH3:39])=[O:34]. Given the reactants C([O-])(=O)C.[K+].[B:15]1([B:15]2[O:19][C:18]([CH3:21])([CH3:20])[C:17]([CH3:23])([CH3:22])[O:16]2)[O:19][C:18]([CH3:21])([CH3:20])[C:17]([CH3:23])([CH3:22])[O:16]1.Br[C:25]1[CH:30]=[CH:29][C:28]([S:31][C:32]([CH3:41])([CH3:40])[C:33]([O:35][C:36]([CH3:39])([CH3:38])[CH3:37])=[O:34])=[CH:27][C:26]=1[CH3:42].CCCCCC, predict the reaction product. (3) Given the reactants [Cl:1][C:2]1[CH:3]=[C:4](B(O)O)[CH:5]=[CH:6][C:7]=1[F:8].C([O:15][C@@H:16]1[C@@H:29]([O:30]C(=O)C)[C@H:28]([O:34]C(=O)C)[CH2:27][S:26][C@H:17]1[O:18][C:19]1[CH:20]=[N:21][CH:22]=[C:23](Br)[CH:24]=1)(=O)C, predict the reaction product. The product is: [O:18]([C:19]1[CH:20]=[N:21][CH:22]=[C:23]([C:4]2[CH:5]=[CH:6][C:7]([F:8])=[C:2]([Cl:1])[CH:3]=2)[CH:24]=1)[C@@H:17]1[S:26][CH2:27][C@@H:28]([OH:34])[C@H:29]([OH:30])[C@H:16]1[OH:15].